This data is from Full USPTO retrosynthesis dataset with 1.9M reactions from patents (1976-2016). The task is: Predict the reactants needed to synthesize the given product. (1) Given the product [C:10]([C:9]1([C:4]2[CH:5]=[CH:6][CH:7]=[CH:8][N:3]=2)[CH2:24][CH2:23][N:19]([C:17]([O:16][C:12]([CH3:14])([CH3:13])[CH3:15])=[O:18])[CH2:20][CH2:21]1)#[N:11], predict the reactants needed to synthesize it. The reactants are: [H-].[Na+].[N:3]1[CH:8]=[CH:7][CH:6]=[CH:5][C:4]=1[CH2:9][C:10]#[N:11].[C:12]([O:16][C:17]([N:19]([CH2:23][CH2:24]Cl)[CH2:20][CH2:21]Cl)=[O:18])([CH3:15])([CH3:14])[CH3:13]. (2) Given the product [CH3:1][O:2][C:3](=[O:16])[C:4]1[CH:9]=[CH:8][C:7]([CH:10]([OH:12])[CH3:11])=[CH:6][C:5]=1[N+:13]([O-:15])=[O:14], predict the reactants needed to synthesize it. The reactants are: [CH3:1][O:2][C:3](=[O:16])[C:4]1[CH:9]=[CH:8][C:7]([C:10](=[O:12])[CH3:11])=[CH:6][C:5]=1[N+:13]([O-:15])=[O:14].[BH4-].[Na+].O. (3) The reactants are: C([O:5][N:6]=[C:7]1[C:16]2[C:11](=[CH:12][CH:13]=[C:14]([OH:17])[CH:15]=2)[O:10][C:9]([C:18]2[N:23]=[CH:22][N:21]3[CH:24]=[CH:25][CH:26]=[C:20]3[CH:19]=2)=[CH:8]1)(C)(C)C.Br[CH2:28][CH2:29][C:30]1[CH:35]=[CH:34][C:33]([Cl:36])=[CH:32][CH:31]=1. Given the product [Cl:36][C:33]1[CH:34]=[CH:35][C:30]([CH2:29][CH2:28][O:17][C:14]2[CH:15]=[C:16]3[C:11](=[CH:12][CH:13]=2)[O:10][C:9]([C:18]2[N:23]=[CH:22][N:21]4[CH:24]=[CH:25][CH:26]=[C:20]4[CH:19]=2)=[CH:8][C:7]3=[N:6][OH:5])=[CH:31][CH:32]=1, predict the reactants needed to synthesize it. (4) Given the product [C:14]([C:13]1[CH:16]=[C:17]([C:20]2[S:21][C:22]([N:25]3[CH:33]=[C:28]4[CH2:29][N:30]([CH2:35][CH2:36][CH2:37][C:38]([O:40][CH2:41][CH3:42])=[O:39])[CH2:31][CH2:32][C:27]4=[N:26]3)=[N:23][N:24]=2)[CH:18]=[CH:19][C:12]=1[O:11][CH:9]([CH3:8])[CH3:10])#[N:15], predict the reactants needed to synthesize it. The reactants are: FC(F)(F)C(O)=O.[CH3:8][CH:9]([O:11][C:12]1[CH:19]=[CH:18][C:17]([C:20]2[S:21][C:22]([N:25]3[CH:33]=[C:28]4[CH2:29][NH:30][CH2:31][CH2:32][C:27]4=[N:26]3)=[N:23][N:24]=2)=[CH:16][C:13]=1[C:14]#[N:15])[CH3:10].Br[CH2:35][CH2:36][CH2:37][C:38]([O:40][CH2:41][CH3:42])=[O:39]. (5) Given the product [CH3:6][N:7]([CH3:12])[S:8]([N:1]1[CH:5]=[CH:4][N:3]=[CH:2]1)(=[O:10])=[O:9], predict the reactants needed to synthesize it. The reactants are: [NH:1]1[CH:5]=[CH:4][N:3]=[CH:2]1.[CH3:6][N:7]([CH3:12])[S:8](Cl)(=[O:10])=[O:9].C(N(CC)CC)C.O. (6) Given the product [CH:1]([N:4]1[C:13]2[C:8](=[C:9]([CH3:14])[CH:10]=[CH:11][CH:12]=2)[CH:7]=[C:6]([C:15]([NH:17][CH2:18][CH:19]2[CH2:24][CH2:23][NH:22][CH2:21][CH2:20]2)=[O:16])[C:5]1=[O:32])([CH3:3])[CH3:2], predict the reactants needed to synthesize it. The reactants are: [CH:1]([N:4]1[C:13]2[C:8](=[C:9]([CH3:14])[CH:10]=[CH:11][CH:12]=2)[CH:7]=[C:6]([C:15]([NH:17][CH2:18][CH:19]2[CH2:24][CH2:23][N:22](C(OC(C)(C)C)=O)[CH2:21][CH2:20]2)=[O:16])[C:5]1=[O:32])([CH3:3])[CH3:2]. (7) The reactants are: [H-].[Na+].[Cl:3][C:4]1[CH:9]=[CH:8][C:7]([C:10]2[NH:11][C:12]3[C:17]([C:18]=2[CH2:19][CH2:20][C:21]([O:23][CH3:24])=[O:22])=[CH:16]C(C(F)(F)F)=[CH:14][CH:13]=3)=[CH:6][CH:5]=1.I[CH3:30].O.[C:32]([O:35][CH2:36]C)(=[O:34])[CH3:33]. Given the product [Cl:3][C:4]1[CH:9]=[CH:8][C:7]([C:10]2[N:11]([CH3:30])[C:12]3[C:17]([C:18]=2[CH2:19][CH2:20][C:21]([O:23][CH3:24])=[O:22])=[CH:16][C:33]([C:32]([O:35][CH3:36])=[O:34])=[CH:14][CH:13]=3)=[CH:6][CH:5]=1, predict the reactants needed to synthesize it. (8) Given the product [F:1][C:2]([F:37])([F:36])[C:3]1[CH:4]=[C:5]([CH:29]=[C:30]([C:32]([F:34])([F:35])[F:33])[CH:31]=1)[C:6]([N:8]1[CH2:9][CH2:10][C:11]2([N:15]([C:16]3[CH:21]=[CH:20][CH:19]=[CH:18][CH:17]=3)[CH2:14][N:13]([CH2:22][CH2:23][CH2:24][NH:41][CH:38]([CH3:40])[CH3:39])[C:12]2=[O:26])[CH2:27][CH2:28]1)=[O:7], predict the reactants needed to synthesize it. The reactants are: [F:1][C:2]([F:37])([F:36])[C:3]1[CH:4]=[C:5]([CH:29]=[C:30]([C:32]([F:35])([F:34])[F:33])[CH:31]=1)[C:6]([N:8]1[CH2:28][CH2:27][C:11]2([N:15]([C:16]3[CH:21]=[CH:20][CH:19]=[CH:18][CH:17]=3)[CH2:14][N:13]([CH2:22][CH2:23][CH2:24]O)[C:12]2=[O:26])[CH2:10][CH2:9]1)=[O:7].[CH:38]([NH2:41])([CH3:40])[CH3:39]. (9) Given the product [C:30]([C:27]1[N:28]=[CH:29][C:24]([NH:23][C:2]2[N:7]=[C:6]([CH2:8][CH2:9][C:10]3[CH:15]=[CH:14][CH:13]=[CH:12][C:11]=3[C:16]3([C:19]([NH2:21])=[O:20])[CH2:18][CH2:17]3)[C:5]([Cl:22])=[CH:4][N:3]=2)=[CH:25][CH:26]=1)(=[O:32])[CH3:31], predict the reactants needed to synthesize it. The reactants are: Cl[C:2]1[N:7]=[C:6]([CH2:8][CH2:9][C:10]2[CH:15]=[CH:14][CH:13]=[CH:12][C:11]=2[C:16]2([C:19]([NH2:21])=[O:20])[CH2:18][CH2:17]2)[C:5]([Cl:22])=[CH:4][N:3]=1.[NH2:23][C:24]1[CH:25]=[CH:26][C:27]([C:30](=[O:32])[CH3:31])=[N:28][CH:29]=1.C([O-])([O-])=O.[Cs+].[Cs+].